The task is: Predict the reaction yield, written as a fraction of the theoretical maximum amount of product (1.0 means a 100% yield; for example, 0.34 means a 34% yield).. This data is from Reaction yield outcomes from USPTO patents with 853,638 reactions. (1) The reactants are [NH2:1][C:2]1[N:3]=[C:4]([NH:17][CH:18]2[CH2:23][CH2:22][NH:21][CH2:20][CH2:19]2)[S:5][C:6]=1[C:7]([C:9]1[C:14]([F:15])=[CH:13][CH:12]=[CH:11][C:10]=1[F:16])=[O:8].[CH3:24][N:25]1[CH2:30][CH2:29][N:28]([S:31](Cl)(=[O:33])=[O:32])[CH2:27][CH2:26]1. No catalyst specified. The product is [NH2:1][C:2]1[N:3]=[C:4]([NH:17][CH:18]2[CH2:23][CH2:22][N:21]([S:31]([N:28]3[CH2:29][CH2:30][N:25]([CH3:24])[CH2:26][CH2:27]3)(=[O:33])=[O:32])[CH2:20][CH2:19]2)[S:5][C:6]=1[C:7]([C:9]1[C:14]([F:15])=[CH:13][CH:12]=[CH:11][C:10]=1[F:16])=[O:8]. The yield is 0.340. (2) The reactants are Br[C:2]1[CH:3]=[C:4]([C:7]([O:9][CH3:10])=[O:8])[S:5][CH:6]=1.[CH2:11]([N:13]1[C:17](B2OC(C)(C)C(C)(C)O2)=[C:16]([CH3:27])[CH:15]=[N:14]1)[CH3:12].C([O-])([O-])=O.[K+].[K+]. The catalyst is C1C=CC([P]([Pd]([P](C2C=CC=CC=2)(C2C=CC=CC=2)C2C=CC=CC=2)([P](C2C=CC=CC=2)(C2C=CC=CC=2)C2C=CC=CC=2)[P](C2C=CC=CC=2)(C2C=CC=CC=2)C2C=CC=CC=2)(C2C=CC=CC=2)C2C=CC=CC=2)=CC=1. The product is [CH2:11]([N:13]1[C:17]([C:2]2[CH:3]=[C:4]([C:7]([O:9][CH3:10])=[O:8])[S:5][CH:6]=2)=[C:16]([CH3:27])[CH:15]=[N:14]1)[CH3:12]. The yield is 0.790. (3) The reactants are [O:1]1[CH2:5][CH2:4][CH2:3][CH:2]1[CH2:6][O:7][C:8]1[CH:13]=[CH:12][CH:11]=[CH:10][C:9]=1[C:14](=[O:16])[CH3:15].[CH2:17]([O:19][C:20](=O)[O:21]CC)[CH3:18].[H-].[Na+].CC(O)=O. The catalyst is C1(C)C=CC=CC=1.O. The product is [CH2:17]([O:19][C:20](=[O:21])[CH2:15][C:14](=[O:16])[C:9]1[CH:10]=[CH:11][CH:12]=[CH:13][C:8]=1[O:7][CH2:6][CH:2]1[CH2:3][CH2:4][CH2:5][O:1]1)[CH3:18]. The yield is 0.640. (4) The reactants are [C:1]([O:5][C:6]([C:8]1[CH:9]=[C:10]([C:14]2[C:15]([N+:35]([O-])=O)=[CH:16][C:17]3[O:21][C:20]([C:22]4[CH:27]=[CH:26][C:25]([F:28])=[CH:24][CH:23]=4)=[C:19]([C:29]([O:31][CH2:32][CH3:33])=[O:30])[C:18]=3[CH:34]=2)[CH:11]=[CH:12][CH:13]=1)=[O:7])([CH3:4])([CH3:3])[CH3:2]. The catalyst is CCO.CC(O)=O.CCOC(C)=O.[Fe]. The product is [NH2:35][C:15]1[C:14]([C:10]2[CH:11]=[CH:12][CH:13]=[C:8]([C:6]([O:5][C:1]([CH3:2])([CH3:4])[CH3:3])=[O:7])[CH:9]=2)=[CH:34][C:18]2[C:19]([C:29]([O:31][CH2:32][CH3:33])=[O:30])=[C:20]([C:22]3[CH:23]=[CH:24][C:25]([F:28])=[CH:26][CH:27]=3)[O:21][C:17]=2[CH:16]=1. The yield is 0.960. (5) The reactants are N(C(OCC1C2C(=CC=CC=2)C2C1=CC=CC=2)=O)[C@H:2]([C:4](O)=[O:5])C.O.O[N:26]1[C:30]2[CH:31]=[CH:32][CH:33]=CC=2N=N1.C[N:36]1[CH2:41][CH2:40][O:39]CC1.Cl.C[N:44](C)CCCN=C=NCC.[C:54]([O:57]CC)(=[O:56])[CH3:55]. The catalyst is ClCCl. The product is [CH3:2][C@@H:4]([OH:5])[C@H:55]([NH:44][C:40]([C@@H:41]([NH2:36])[CH2:33][CH2:32][CH2:31][CH2:30][NH2:26])=[O:39])[C:54]([OH:57])=[O:56]. The yield is 0.910. (6) The reactants are C1(P(C2C=CC=CC=2)C2C=CC=CC=2)C=CC=CC=1.BrBr.C(N(CC)CC)C.[C:29]([NH:32][CH2:33][C:34]([N:36]([CH3:38])[CH3:37])=[O:35])(=O)[CH3:30]. The catalyst is C(Cl)Cl.CCCCCC. The product is [CH3:37][N:36]([CH3:38])[C:34]1[O:35][C:29]([CH3:30])=[N:32][CH:33]=1. The yield is 0.408. (7) The reactants are [CH3:1][O:2][C:3]1[CH:4]=[C:5]([CH:8]=[C:9]([O:16][CH3:17])[C:10]=1[O:11][CH2:12][CH2:13][O:14][CH3:15])[CH:6]=O.[ClH:18].[NH4+].[OH-].CO.C(O[CH:26](OCC)[CH2:27][NH:28][CH2:29][C:30]1[CH:35]=[CH:34][CH:33]=[C:32]([O:36][CH2:37][CH3:38])[C:31]=1[OH:39])C. The catalyst is CCO. The product is [ClH:18].[CH3:15][O:14][CH2:13][CH2:12][O:11][C:10]1[C:3]([O:2][CH3:1])=[CH:4][C:5]([CH2:6][C:26]2[C:35]3[C:30](=[C:31]([OH:39])[C:32]([O:36][CH2:37][CH3:38])=[CH:33][CH:34]=3)[CH:29]=[N:28][CH:27]=2)=[CH:8][C:9]=1[O:16][CH3:17]. The yield is 0.190. (8) The reactants are Cl[C:2]1[N:11]=[C:10]([NH:12][C:13]2[CH:17]=[C:16]([CH3:18])[NH:15][N:14]=2)[C:9]2[C:4](=[CH:5][CH:6]=[CH:7][CH:8]=2)[N:3]=1.[C:19]1([CH3:28])[CH:24]=[CH:23][CH:22]=[C:21](B(O)O)[CH:20]=1.C([O-])([O-])=O.[Na+].[Na+].C(P(C(C)(C)C)C(C)(C)C)(C)(C)C. The catalyst is CN(C=O)C.C1C=CC(P(C2C=CC=CC=2)[C-]2C=CC=C2)=CC=1.C1C=CC(P(C2C=CC=CC=2)[C-]2C=CC=C2)=CC=1.Cl[Pd]Cl.[Fe+2].O. The product is [CH3:28][C:19]1[CH:20]=[C:21]([C:2]2[N:11]=[C:10]([NH:12][C:13]3[NH:14][N:15]=[C:16]([CH3:18])[CH:17]=3)[C:9]3[C:4](=[CH:5][CH:6]=[CH:7][CH:8]=3)[N:3]=2)[CH:22]=[CH:23][CH:24]=1. The yield is 0.750. (9) The reactants are [CH3:1][C@@H:2]1[CH2:6][CH2:5][C:4](=C(C)C)[CH:3]1[C:10]([O:12][CH2:13][CH3:14])=[O:11].C(=O)=[O:16].C(O)(C)C. The catalyst is C(OCC)(=O)C. The product is [CH3:1][C@@H:2]1[CH2:6][CH2:5][C:4](=[O:16])[CH:3]1[C:10]([O:12][CH2:13][CH3:14])=[O:11]. The yield is 0.960. (10) The reactants are Br[CH2:2][C:3]([O:5][CH3:6])=[O:4].C([O:10][C:11](=[O:34])[C:12]1[CH:17]=[CH:16][CH:15]=[CH:14][C:13]=1[C:18]1[C:19]2[C:24]([O:25][C:26]3[C:31]=1[CH:30]=[CH:29][C:28](=[O:32])[CH:27]=3)=[CH:23][C:22]([OH:33])=[CH:21][CH:20]=2)C=C.C([O-])([O-])=O.[K+].[K+].C1([SiH3])C=CC=CC=1. The catalyst is CN(C=O)C.[Pd].C1(P(C2C=CC=CC=2)C2C=CC=CC=2)C=CC=CC=1.C1(P(C2C=CC=CC=2)C2C=CC=CC=2)C=CC=CC=1.C1(P(C2C=CC=CC=2)C2C=CC=CC=2)C=CC=CC=1.C1(P(C2C=CC=CC=2)C2C=CC=CC=2)C=CC=CC=1. The product is [CH3:6][O:5][C:3](=[O:4])[CH2:2][O:32][C:28]1[CH:29]=[CH:30][C:31]2[C:18]3([C:13]4[C:12](=[CH:17][CH:16]=[CH:15][CH:14]=4)[C:11](=[O:34])[O:10]3)[C:19]3[C:24]([O:25][C:26]=2[CH:27]=1)=[CH:23][C:22]([OH:33])=[CH:21][CH:20]=3. The yield is 0.620.